Dataset: Catalyst prediction with 721,799 reactions and 888 catalyst types from USPTO. Task: Predict which catalyst facilitates the given reaction. (1) The catalyst class is: 12. Product: [CH2:22]([N:24]([CH2:25][CH3:26])[C:2]1[N:3]=[C:4]([NH:18][CH2:19][CH2:20][CH3:21])[C:5]2[N:6]=[C:7]([NH:16][CH3:17])[N:8]=[C:9]([NH:12][CH2:13][CH2:14][CH3:15])[C:10]=2[N:11]=1)[CH3:23]. Reactant: Cl[C:2]1[N:3]=[C:4]([NH:18][CH2:19][CH2:20][CH3:21])[C:5]2[N:6]=[C:7]([NH:16][CH3:17])[N:8]=[C:9]([NH:12][CH2:13][CH2:14][CH3:15])[C:10]=2[N:11]=1.[CH2:22]([NH:24][CH2:25][CH3:26])[CH3:23]. (2) Reactant: FC(F)(F)C(O)=O.[CH3:8][C:9]([NH:26]C(=O)OC(C)(C)C)([CH3:25])[CH2:10][CH2:11][N:12]1[C:16]([CH3:17])=[N:15][C:14]([C:18]2[CH:23]=[CH:22][C:21]([CH3:24])=[CH:20][CH:19]=2)=[N:13]1. Product: [CH3:25][C:9]([NH2:26])([CH3:8])[CH2:10][CH2:11][N:12]1[C:16]([CH3:17])=[N:15][C:14]([C:18]2[CH:19]=[CH:20][C:21]([CH3:24])=[CH:22][CH:23]=2)=[N:13]1. The catalyst class is: 4.